From a dataset of Catalyst prediction with 721,799 reactions and 888 catalyst types from USPTO. Predict which catalyst facilitates the given reaction. (1) Reactant: [CH2:1]([OH:6])[C:2]([CH3:5])([CH3:4])[CH3:3].[H-].[Na+].[F:9][C:10]1[CH:15]=[CH:14][CH:13]=[C:12](F)[N:11]=1. Product: [F:9][C:10]1[CH:15]=[CH:14][CH:13]=[C:12]([O:6][CH2:1][C:2]([CH3:5])([CH3:4])[CH3:3])[N:11]=1. The catalyst class is: 16. (2) Product: [CH:13]1[C:9]2[CH:10]=[CH:11][C:12]3[CH:2]=[CH:3][CH:4]=[CH:5][C:6]=3[C:7](=[C:17]3[CH2:22][CH2:21][N:20]([C:28](=[O:41])[CH2:27][NH:29][C:35](=[O:36])[O:37][CH2:38][CH3:39])[CH2:19][CH2:18]3)[C:8]=2[CH:16]=[CH:15][CH:14]=1. Reactant: Cl.[CH:2]1[C:12]2[CH:11]=[CH:10][C:9]3[CH:13]=[CH:14][CH:15]=[CH:16][C:8]=3[C:7](=[C:17]3[CH2:22][CH2:21][N:20](C(N)C=O)[CH2:19][CH2:18]3)[C:6]=2[CH:5]=[CH:4][CH:3]=1.[CH2:27]([N:29](CC)CC)[CH3:28].Cl[C:35]([O:37][CH2:38][CH3:39])=[O:36].C(=O)([O-])[OH:41].[Na+]. The catalyst class is: 4. (3) Reactant: [CH3:1][O:2][C:3]1[CH:4]=[C:5]([C:9]2[O:10][CH2:11][C:12](=[O:14])[N:13]=2)[CH:6]=[CH:7][CH:8]=1.N1C(C)=CC=CC=1C.[O:23](S(C(F)(F)F)(=O)=O)[S:24]([C:27]([F:30])([F:29])[F:28])(=O)=[O:25]. Product: [F:28][C:27]([F:30])([F:29])[S:24]([O:14][C:12]1[N:13]=[C:9]([C:5]2[CH:6]=[CH:7][CH:8]=[C:3]([O:2][CH3:1])[CH:4]=2)[O:10][CH:11]=1)(=[O:25])=[O:23]. The catalyst class is: 2. (4) Product: [Cl:1][C:2]1[CH:3]=[C:4]([CH:19]=[CH:20][C:21]=1[C:22]([N:27]1[CH2:28][CH2:29][S:25][CH2:26]1)=[O:23])[C:5]([NH:7][CH2:8][C:9]1[NH:13][C:12]2[CH:14]=[CH:15][C:16]([Cl:18])=[CH:17][C:11]=2[N:10]=1)=[O:6]. Reactant: [Cl:1][C:2]1[CH:3]=[C:4]([CH:19]=[CH:20][C:21]=1[C:22](O)=[O:23])[C:5]([NH:7][CH2:8][C:9]1[NH:13][C:12]2[CH:14]=[CH:15][C:16]([Cl:18])=[CH:17][C:11]=2[N:10]=1)=[O:6].[S:25]1[CH2:29][CH2:28][NH:27][CH2:26]1.CN(C(ON1N=NC2C=CC=CC1=2)=[N+](C)C)C.[B-](F)(F)(F)F.C(N(CC)CC)C. The catalyst class is: 16. (5) Reactant: C[N:2]1CC[O:5][CH2:4][CH2:3]1.ClC(OCC)=O.Cl.[NH2:15][C:16]1[S:20][N:19]=[C:18]([CH3:21])[CH:17]=1.C(N(CC)CC)C.Cl. Product: [NH2:2][CH2:3][C:4]([NH:15][C:16]1[S:20][N:19]=[C:18]([CH3:21])[CH:17]=1)=[O:5]. The catalyst class is: 25.